From a dataset of Acute oral toxicity (LD50) regression data from Zhu et al.. Regression/Classification. Given a drug SMILES string, predict its toxicity properties. Task type varies by dataset: regression for continuous values (e.g., LD50, hERG inhibition percentage) or binary classification for toxic/non-toxic outcomes (e.g., AMES mutagenicity, cardiotoxicity, hepatotoxicity). Dataset: ld50_zhu. (1) The drug is CCCCCc1cc(O)c2c(c1)OC(C)(C)C1CCC(C)=CC21. The rat oral LD50 is 2.67, given as -log10 of the dose in mol/kg body weight (higher means more acutely toxic). (2) The drug is O=C(C=Cc1ccccc1)OCCc1ccccc1. The rat oral LD50 is 1.70, given as -log10 of the dose in mol/kg body weight (higher means more acutely toxic). (3) The molecule is CCCc1ccc(O)c(OC)c1. The rat oral LD50 is 1.81, given as -log10 of the dose in mol/kg body weight (higher means more acutely toxic). (4) The molecule is Cc1ccc2oc(=O)ccc2c1. The rat oral LD50 is 1.98, given as -log10 of the dose in mol/kg body weight (higher means more acutely toxic). (5) The molecule is CC1=CC(=O)C(C(C)C)CC1. The rat oral LD50 is 1.79, given as -log10 of the dose in mol/kg body weight (higher means more acutely toxic). (6) The molecule is O=C(Nc1cccc(Cl)c1)OCC#CCOC(=O)Nc1cccc(Cl)c1. The rat oral LD50 is 2.29, given as -log10 of the dose in mol/kg body weight (higher means more acutely toxic).